This data is from Full USPTO retrosynthesis dataset with 1.9M reactions from patents (1976-2016). The task is: Predict the reactants needed to synthesize the given product. (1) Given the product [C:1]([C:5]1[CH:6]=[C:7]([NH:18][C:19]([NH:21][C@@H:22]2[C:31]3[C:26](=[CH:27][CH:28]=[CH:29][CH:30]=3)[C@H:25]([O:32][C:33]3[CH:34]=[CH:35][C:36]4[N:37]([C:39]([N:42]5[CH2:47][CH2:46][CH2:45][CH2:44][CH2:43]5)=[N:40][N:41]=4)[CH:38]=3)[CH2:24][CH2:23]2)=[O:20])[N:8]([C:10]2[CH:15]=[CH:14][C:13]([CH2:16][Cl:61])=[CH:12][CH:11]=2)[N:9]=1)([CH3:4])([CH3:3])[CH3:2], predict the reactants needed to synthesize it. The reactants are: [C:1]([C:5]1[CH:6]=[C:7]([NH:18][C:19]([NH:21][C@@H:22]2[C:31]3[C:26](=[CH:27][CH:28]=[CH:29][CH:30]=3)[C@H:25]([O:32][C:33]3[CH:34]=[CH:35][C:36]4[N:37]([C:39]([N:42]5[CH2:47][CH2:46][CH2:45][CH2:44][CH2:43]5)=[N:40][N:41]=4)[CH:38]=3)[CH2:24][CH2:23]2)=[O:20])[N:8]([C:10]2[CH:15]=[CH:14][C:13]([CH2:16]O)=[CH:12][CH:11]=2)[N:9]=1)([CH3:4])([CH3:3])[CH3:2].CCN(C(C)C)C(C)C.CS([Cl:61])(=O)=O. (2) Given the product [F:33][C:30]([F:32])([F:31])[CH2:29][CH2:28][S:25]([O:24][C:21]1[CH:20]=[CH:19][C:18]([N:10]2[C:11]([CH3:17])=[C:12]([C:14](=[O:15])[NH:40][CH:41]3[CH2:46][CH2:45][CH:44]([OH:47])[CH2:43][CH2:42]3)[N:13]=[C:9]2[C:3]2[CH:4]=[CH:5][C:6]([Cl:8])=[CH:7][C:2]=2[Cl:1])=[CH:23][CH:22]=1)(=[O:27])=[O:26], predict the reactants needed to synthesize it. The reactants are: [Cl:1][C:2]1[CH:7]=[C:6]([Cl:8])[CH:5]=[CH:4][C:3]=1[C:9]1[N:10]([C:18]2[CH:23]=[CH:22][C:21]([O:24][S:25]([CH2:28][CH2:29][C:30]([F:33])([F:32])[F:31])(=[O:27])=[O:26])=[CH:20][CH:19]=2)[C:11]([CH3:17])=[C:12]([C:14](O)=[O:15])[N:13]=1.C(Cl)(=O)C(Cl)=O.[NH2:40][CH:41]1[CH2:46][CH2:45][CH:44]([OH:47])[CH2:43][CH2:42]1.[OH-].[Na+]. (3) Given the product [C:1]([O:5][C:6]([N:8]([CH3:55])[C@@H:9]([CH3:54])[C:10]([NH:12][C@@H:13]([C:50]([CH3:53])([CH3:52])[CH3:51])[C:14]([N:16]1[C@H:25]([C:26]([N:28]([CH2:39][C:40]2[CH:49]=[CH:48][C:43]([C:44]([OH:46])=[O:45])=[CH:42][CH:41]=2)[C@@H:29]([C:31]2[CH:36]=[CH:35][CH:34]=[C:33]([O:37][CH3:38])[CH:32]=2)[CH3:30])=[O:27])[CH2:24][C:23]2[C:18](=[CH:19][CH:20]=[CH:21][CH:22]=2)[CH2:17]1)=[O:15])=[O:11])=[O:7])([CH3:3])([CH3:4])[CH3:2], predict the reactants needed to synthesize it. The reactants are: [C:1]([O:5][C:6]([N:8]([CH3:55])[C@@H:9]([CH3:54])[C:10]([NH:12][C@@H:13]([C:50]([CH3:53])([CH3:52])[CH3:51])[C:14]([N:16]1[C@H:25]([C:26]([N:28]([CH2:39][C:40]2[CH:49]=[CH:48][C:43]([C:44]([O:46]C)=[O:45])=[CH:42][CH:41]=2)[C@@H:29]([C:31]2[CH:36]=[CH:35][CH:34]=[C:33]([O:37][CH3:38])[CH:32]=2)[CH3:30])=[O:27])[CH2:24][C:23]2[C:18](=[CH:19][CH:20]=[CH:21][CH:22]=2)[CH2:17]1)=[O:15])=[O:11])=[O:7])([CH3:4])([CH3:3])[CH3:2].[OH-].[Na+].Cl. (4) Given the product [C:9]([C:8]([NH:7][C:15](=[O:16])[O:17][CH2:18][C:19]1[CH:24]=[CH:23][CH:22]=[CH:21][CH:20]=1)([CH3:13])[CH2:11][F:12])#[N:10], predict the reactants needed to synthesize it. The reactants are: C(=O)([O-])[O-].[K+].[K+].[NH2:7][C:8]([CH3:13])([CH2:11][F:12])[C:9]#[N:10].Cl[C:15]([O:17][CH2:18][C:19]1[CH:24]=[CH:23][CH:22]=[CH:21][CH:20]=1)=[O:16].